The task is: Regression. Given a peptide amino acid sequence and an MHC pseudo amino acid sequence, predict their binding affinity value. This is MHC class II binding data.. This data is from Peptide-MHC class II binding affinity with 134,281 pairs from IEDB. (1) The peptide sequence is AFANQIHHIDLISKL. The MHC is DRB1_0101 with pseudo-sequence DRB1_0101. The binding affinity (normalized) is 0.484. (2) The peptide sequence is IIEECEHLEDGIYGI. The MHC is DRB1_0901 with pseudo-sequence DRB1_0901. The binding affinity (normalized) is 0.150. (3) The MHC is DRB1_0301 with pseudo-sequence DRB1_0301. The peptide sequence is GIDIFASKNFHLQKN. The binding affinity (normalized) is 0.446. (4) The peptide sequence is FEAMYLGTCQTLTPM. The MHC is DRB3_0101 with pseudo-sequence DRB3_0101. The binding affinity (normalized) is 0.435. (5) The peptide sequence is SELYLYKVVKIEPLGVAP. The MHC is DRB1_1602 with pseudo-sequence DRB1_1602. The binding affinity (normalized) is 0.633. (6) The peptide sequence is GELQIVDKWDAAFKI. The MHC is DRB1_1101 with pseudo-sequence DRB1_1101. The binding affinity (normalized) is 0.592.